Task: Predict the product of the given reaction.. Dataset: Forward reaction prediction with 1.9M reactions from USPTO patents (1976-2016) Given the reactants [CH3:1][O:2][C:3](=[O:12])[CH:4]([OH:11])[C:5]1[S:6][C:7]([CH3:10])=[CH:8][CH:9]=1.C(N(C(C)C)C(C)C)C.[CH3:22][S:23](Cl)(=[O:25])=[O:24], predict the reaction product. The product is: [CH3:1][O:2][C:3](=[O:12])[CH:4]([O:11][S:23]([CH3:22])(=[O:25])=[O:24])[C:5]1[S:6][C:7]([CH3:10])=[CH:8][CH:9]=1.